Dataset: Forward reaction prediction with 1.9M reactions from USPTO patents (1976-2016). Task: Predict the product of the given reaction. (1) Given the reactants [C:1]([O:5][C:6]([NH:8][C@H:9]1[CH2:15][CH2:14][C@@H:13]([OH:16])[CH2:12][NH:11][C:10]1=[O:17])=[O:7])([CH3:4])([CH3:3])[CH3:2].[Si:18](Cl)([C:21]([CH3:24])([CH3:23])[CH3:22])([CH3:20])[CH3:19].N1C=CN=C1, predict the reaction product. The product is: [C:1]([O:5][C:6]([NH:8][C@H:9]1[CH2:15][CH2:14][C@@H:13]([O:16][Si:18]([C:21]([CH3:24])([CH3:23])[CH3:22])([CH3:20])[CH3:19])[CH2:12][NH:11][C:10]1=[O:17])=[O:7])([CH3:4])([CH3:2])[CH3:3]. (2) Given the reactants [Cl:1][C:2]1[C:7]([Cl:8])=[CH:6][CH:5]=[CH:4][C:3]=1[C:9]([N:11]1[CH2:16][CH2:15][N:14]([C:17]2[CH:22]=[CH:21][C:20](F)=[CH:19][CH:18]=2)[C:13](=[O:24])[CH2:12]1)=[O:10].[Cl:25]C1C=C(N2CCNCC2=O)C=CC=1, predict the reaction product. The product is: [Cl:25][C:19]1[CH:18]=[C:17]([N:14]2[CH2:15][CH2:16][N:11]([C:9]([C:3]3[CH:4]=[CH:5][CH:6]=[C:7]([Cl:8])[C:2]=3[Cl:1])=[O:10])[CH2:12][C:13]2=[O:24])[CH:22]=[CH:21][CH:20]=1.